From a dataset of Reaction yield outcomes from USPTO patents with 853,638 reactions. Predict the reaction yield, written as a fraction of the theoretical maximum amount of product (1.0 means a 100% yield; for example, 0.34 means a 34% yield). (1) The reactants are [O-]CC.[Na+].[C:5]([CH:9]([C:15]([O:17]CC)=O)[C:10]([O:12]CC)=O)([CH3:8])([CH3:7])[CH3:6].[NH2:20][C:21]([NH2:23])=[O:22]. The catalyst is C(O)C. The product is [C:5]([C:9]1[C:10](=[O:12])[NH:20][C:21](=[O:22])[NH:23][C:15]=1[OH:17])([CH3:6])([CH3:7])[CH3:8]. The yield is 0.480. (2) The catalyst is C(O)(=O)C. The reactants are [NH2:1][C:2]1[C:7]([C:8]([O:10][CH3:11])=[O:9])=[C:6](Cl)[CH:5]=[C:4](Cl)[N:3]=1.[CH3:14][O-:15].[Na+].[CH3:17][OH:18]. The product is [NH2:1][C:2]1[C:7]([C:8]([O:10][CH3:11])=[O:9])=[C:6]([O:15][CH3:14])[CH:5]=[C:4]([O:18][CH3:17])[N:3]=1. The yield is 0.864. (3) The reactants are C[O:2][C:3](=[O:36])[CH2:4][NH:5][C:6]([C:8]1[N:9]=[C:10]([NH:13][C:14]([NH:16][CH2:17][C:18]2[CH:23]=[CH:22][CH:21]=[CH:20][C:19]=2[O:24][CH2:25][CH2:26][CH2:27][NH:28][C:29]([O:31][C:32]([CH3:35])([CH3:34])[CH3:33])=[O:30])=[O:15])[S:11][CH:12]=1)=[O:7].O[Li].O. The catalyst is C1COCC1.O. The product is [C:32]([O:31][C:29]([NH:28][CH2:27][CH2:26][CH2:25][O:24][C:19]1[CH:20]=[CH:21][CH:22]=[CH:23][C:18]=1[CH2:17][NH:16][C:14](=[O:15])[NH:13][C:10]1[S:11][CH:12]=[C:8]([C:6]([NH:5][CH2:4][C:3]([OH:36])=[O:2])=[O:7])[N:9]=1)=[O:30])([CH3:35])([CH3:33])[CH3:34]. The yield is 0.509. (4) The reactants are Cl[CH2:2][CH2:3][CH2:4][O:5][C:6]1[CH:14]=[C:13]2[C:9]([C:10]([C:16]3[N:24]([S:25]([C:28]4[CH:33]=[CH:32][C:31]([CH3:34])=[CH:30][CH:29]=4)(=[O:27])=[O:26])[C:19]4=[N:20][CH:21]=[CH:22][CH:23]=[C:18]4[CH:17]=3)=[CH:11][N:12]2[CH3:15])=[CH:8][C:7]=1[O:35][CH3:36].[I-:37].[Na+].C1CCCCC1.C(OCC)(=O)C. The catalyst is C(C(C)=O)C.ClCCl. The product is [I:37][CH2:2][CH2:3][CH2:4][O:5][C:6]1[CH:14]=[C:13]2[C:9]([C:10]([C:16]3[N:24]([S:25]([C:28]4[CH:33]=[CH:32][C:31]([CH3:34])=[CH:30][CH:29]=4)(=[O:27])=[O:26])[C:19]4=[N:20][CH:21]=[CH:22][CH:23]=[C:18]4[CH:17]=3)=[CH:11][N:12]2[CH3:15])=[CH:8][C:7]=1[O:35][CH3:36]. The yield is 0.750. (5) The catalyst is COCCOC.O.C1C=CC([P]([Pd]([P](C2C=CC=CC=2)(C2C=CC=CC=2)C2C=CC=CC=2)([P](C2C=CC=CC=2)(C2C=CC=CC=2)C2C=CC=CC=2)[P](C2C=CC=CC=2)(C2C=CC=CC=2)C2C=CC=CC=2)(C2C=CC=CC=2)C2C=CC=CC=2)=CC=1. The reactants are [CH3:1][C:2]1([CH3:16])[C:7]2[CH:8]=[C:9](B(O)O)[CH:10]=[CH:11][C:6]=2[NH:5][C:4](=[O:15])[O:3]1.Br[C:18]1[CH:19]=[C:20]([CH:23]=[CH:24][CH:25]=1)[C:21]#[N:22].C(=O)([O-])[O-].[Na+].[Na+]. The yield is 0.250. The product is [CH3:1][C:2]1([CH3:16])[O:3][C:4](=[O:15])[NH:5][C:6]2[CH:11]=[CH:10][C:9]([C:18]3[CH:19]=[C:20]([CH:23]=[CH:24][CH:25]=3)[C:21]#[N:22])=[CH:8][C:7]1=2.